From a dataset of Catalyst prediction with 721,799 reactions and 888 catalyst types from USPTO. Predict which catalyst facilitates the given reaction. (1) Reactant: Br[C:2]1[CH:3]=[CH:4][C:5]([Cl:8])=[N:6][CH:7]=1.[CH3:9][C:10]([Si:13]([CH3:24])([CH3:23])[O:14][CH2:15][CH2:16][N:17]1[CH2:22][CH2:21][NH:20][CH2:19][CH2:18]1)([CH3:12])[CH3:11].C1(P(C2C=CC=CC=2)C2C3OC4C(=CC=CC=4P(C4C=CC=CC=4)C4C=CC=CC=4)C(C)(C)C=3C=CC=2)C=CC=CC=1.CC(C)([O-])C.[Na+].C(=O)(O)[O-].[Na+]. Product: [Cl:8][C:5]1[N:6]=[CH:7][C:2]([N:20]2[CH2:19][CH2:18][N:17]([CH2:16][CH2:15][O:14][Si:13]([C:10]([CH3:12])([CH3:11])[CH3:9])([CH3:23])[CH3:24])[CH2:22][CH2:21]2)=[CH:3][CH:4]=1. The catalyst class is: 187. (2) Reactant: N1C=CN=[CH:2]1.Cl[Si:7]([CH:14]([CH3:16])[CH3:15])([CH:11]([CH3:13])[CH3:12])[CH:8]([CH3:10])[CH3:9].[CH3:17][O:18][C:19]([C:21]1[C:22]([OH:36])=[C:23]2[C:28](=[C:29]([OH:35])[C:30]=1[C:31]([O:33][CH3:34])=[O:32])[N:27]=[CH:26][CH:25]=[CH:24]2)=[O:20].C([O-])([O-])=O.[K+].[K+].CI. Product: [CH3:17][O:18][C:19]([C:21]1[C:22]([O:36][CH3:2])=[C:23]2[C:28](=[C:29]([O:35][Si:7]([CH:14]([CH3:16])[CH3:15])([CH:11]([CH3:13])[CH3:12])[CH:8]([CH3:10])[CH3:9])[C:30]=1[C:31]([O:33][CH3:34])=[O:32])[N:27]=[CH:26][CH:25]=[CH:24]2)=[O:20]. The catalyst class is: 3.